From a dataset of Peptide-MHC class I binding affinity with 185,985 pairs from IEDB/IMGT. Regression. Given a peptide amino acid sequence and an MHC pseudo amino acid sequence, predict their binding affinity value. This is MHC class I binding data. (1) The peptide sequence is NHINVELSG. The MHC is HLA-B38:01 with pseudo-sequence HLA-B38:01. The binding affinity (normalized) is 0.298. (2) The peptide sequence is ITSTVTGIL. The MHC is HLA-B15:01 with pseudo-sequence HLA-B15:01. The binding affinity (normalized) is 0.128. (3) The peptide sequence is RQSSGSSSSGF. The MHC is HLA-B08:01 with pseudo-sequence HLA-B08:01. The binding affinity (normalized) is 0.0847. (4) The peptide sequence is YLLGLSAIM. The MHC is HLA-A02:06 with pseudo-sequence HLA-A02:06. The binding affinity (normalized) is 0.892.